From a dataset of Catalyst prediction with 721,799 reactions and 888 catalyst types from USPTO. Predict which catalyst facilitates the given reaction. Reactant: [Cl:1][C:2]1[CH:7]=[CH:6][C:5]([C:8]2[CH:13]=[C:12]([CH3:14])[N:11]=[C:10]([N:15]3[CH:19]=[C:18](I)[N:17]=[CH:16]3)[N:9]=2)=[CH:4][C:3]=1[CH3:21].[Cl-].[Li+].C([Mg]Cl)(C)C.[CH2:29]([Sn:33](Cl)([CH2:38][CH2:39][CH2:40][CH3:41])[CH2:34][CH2:35][CH2:36][CH3:37])[CH2:30][CH2:31][CH3:32].[Cl-].[NH4+]. Product: [Cl:1][C:2]1[CH:7]=[CH:6][C:5]([C:8]2[CH:13]=[C:12]([CH3:14])[N:11]=[C:10]([N:15]3[CH:19]=[C:18]([Sn:33]([CH2:34][CH2:35][CH2:36][CH3:37])([CH2:38][CH2:39][CH2:40][CH3:41])[CH2:29][CH2:30][CH2:31][CH3:32])[N:17]=[CH:16]3)[N:9]=2)=[CH:4][C:3]=1[CH3:21]. The catalyst class is: 1.